Dataset: Full USPTO retrosynthesis dataset with 1.9M reactions from patents (1976-2016). Task: Predict the reactants needed to synthesize the given product. (1) Given the product [CH3:7][C:2]([S:8][C:9]1[CH:14]=[CH:13][CH:12]=[CH:11][CH:10]=1)([CH3:1])[C:3]([OH:5])=[O:4], predict the reactants needed to synthesize it. The reactants are: [CH3:1][C:2]([S:8][C:9]1[CH:14]=[CH:13][CH:12]=[CH:11][CH:10]=1)([CH3:7])[C:3]([O:5]C)=[O:4].O.[OH-].[Li+]. (2) Given the product [NH2:22][CH2:21][CH2:20][CH2:19][CH2:18][C:9]1[N:8]=[C:17]2[C:12]([CH2:13][CH2:14][CH2:15][NH:16]2)=[CH:11][CH:10]=1, predict the reactants needed to synthesize it. The reactants are: C(O)(C(F)(F)F)=O.[N:8]1[C:17]2[NH:16][CH2:15][CH2:14][CH2:13][C:12]=2[CH:11]=[CH:10][C:9]=1[CH2:18][CH2:19][CH2:20][CH2:21][NH:22]C(=O)OC(C)(C)C. (3) The reactants are: BrC1C=CC2OC3C(=O)NC(C4CCNCC4)=NC=3C=2C=1.BrC1C=CC2OC3C(=O)NC(C4CCN(C(OC(C)(C)C)=O)CC4)=NC=3C=2C=1.[Br:50][C:51]1[CH:52]=[CH:53][C:54]2[O:63][C:62]3[C:61](=[O:64])[NH:60][C:59]([C@@H:65]4[CH2:69][C@H:68]([F:70])[CH2:67][N:66]4C(OC(C)(C)C)=O)=[N:58][C:57]=3[C:55]=2[CH:56]=1. Given the product [Br:50][C:51]1[CH:52]=[CH:53][C:54]2[O:63][C:62]3[C:61](=[O:64])[NH:60][C:59]([C@@H:65]4[CH2:69][C@H:68]([F:70])[CH2:67][NH:66]4)=[N:58][C:57]=3[C:55]=2[CH:56]=1, predict the reactants needed to synthesize it.